From a dataset of Full USPTO retrosynthesis dataset with 1.9M reactions from patents (1976-2016). Predict the reactants needed to synthesize the given product. (1) Given the product [C:20]([O:19][C:17]([NH:16][C:13]1[CH:12]=[CH:11][C:10]([C:8]2[N:9]=[C:5]([C:3]([OH:4])=[O:2])[N:6]([CH3:24])[CH:7]=2)=[CH:15][CH:14]=1)=[O:18])([CH3:23])([CH3:21])[CH3:22], predict the reactants needed to synthesize it. The reactants are: C[O:2][C:3]([C:5]1[N:6]([CH3:24])[CH:7]=[C:8]([C:10]2[CH:15]=[CH:14][C:13]([NH:16][C:17]([O:19][C:20]([CH3:23])([CH3:22])[CH3:21])=[O:18])=[CH:12][CH:11]=2)[N:9]=1)=[O:4].[OH-].[K+]. (2) Given the product [ClH:21].[CH3:1][O:2][C:3](=[O:18])[C@@H:4]([NH2:7])[CH:5]=[CH2:6], predict the reactants needed to synthesize it. The reactants are: [CH3:1][O:2][C:3](=[O:18])[C@@H:4]([NH:7]C(OCC1C=CC=CC=1)=O)[CH:5]=[CH2:6].S(Cl)([Cl:21])=O. (3) Given the product [F:19][CH:17]([F:18])[C:14]1[CH:13]=[CH:12][C:11]([C:8]([F:9])([F:10])[CH2:7][N:22]2[CH2:23][CH2:24][CH:25]([NH:28][C:29](=[O:35])[O:30][C:31]([CH3:33])([CH3:32])[CH3:34])[CH2:26][CH2:27]2)=[CH:16][CH:15]=1, predict the reactants needed to synthesize it. The reactants are: FC(F)(F)S(O[CH2:7][C:8]([C:11]1[CH:16]=[CH:15][C:14]([CH:17]([F:19])[F:18])=[CH:13][CH:12]=1)([F:10])[F:9])(=O)=O.[NH:22]1[CH2:27][CH2:26][CH:25]([NH:28][C:29](=[O:35])[O:30][C:31]([CH3:34])([CH3:33])[CH3:32])[CH2:24][CH2:23]1.CCN(C(C)C)C(C)C.